Dataset: Peptide-MHC class I binding affinity with 185,985 pairs from IEDB/IMGT. Task: Regression. Given a peptide amino acid sequence and an MHC pseudo amino acid sequence, predict their binding affinity value. This is MHC class I binding data. (1) The peptide sequence is VLADDVYPL. The MHC is HLA-A02:01 with pseudo-sequence HLA-A02:01. The binding affinity (normalized) is 0.919. (2) The peptide sequence is SLYNTVATL. The MHC is HLA-A03:01 with pseudo-sequence HLA-A03:01. The binding affinity (normalized) is 0.252. (3) The peptide sequence is RSLYNTVATLY. The MHC is HLA-B44:02 with pseudo-sequence HLA-B44:02. The binding affinity (normalized) is 0.0321. (4) The peptide sequence is IHYCAPAGF. The MHC is H-2-Db with pseudo-sequence H-2-Db. The binding affinity (normalized) is 0.0692. (5) The MHC is Mamu-A2601 with pseudo-sequence Mamu-A2601. The binding affinity (normalized) is 0.427. The peptide sequence is GLVFHSQPI. (6) The binding affinity (normalized) is 0.0847. The MHC is HLA-A30:01 with pseudo-sequence HLA-A30:01. The peptide sequence is TYGWNIVKL.